From a dataset of Full USPTO retrosynthesis dataset with 1.9M reactions from patents (1976-2016). Predict the reactants needed to synthesize the given product. (1) Given the product [CH3:31][C:22]1[CH2:21][CH2:20][CH2:19][C:18]([CH3:17])([CH3:44])[C:23]=1/[CH:8]=[CH:3]/[C:4](/[CH3:5])=[CH:39]/[CH:38]=[CH:37]/[C:36](/[CH3:35])=[CH:41]/[CH:40]=[O:42], predict the reactants needed to synthesize it. The reactants are: CN[C:3]1(C2C=CC=CC=2Cl)[C:8](=O)CC[CH2:5][CH2:4]1.[CH3:17][C:18]1[CH:19]=[CH:20][CH:21]=[C:22]([CH3:31])[C:23]=1NC1SCCCN=1.CNC[C@H:35](O)[C:36]1[CH:37]=[CH:38][CH:39]=[C:40]([OH:42])[CH:41]=1.[CH3:44]CN(C(C(C1C=CC=CC=1)CO)=O)CC1C=CN=CC=1. (2) Given the product [CH2:40]([O:41][CH2:48][C@@H:42]1[CH2:47][C@H:46]1[NH:35][C:19](=[O:24])[O:18][CH3:23])[C:9]1[CH:10]=[CH:11][CH:12]=[CH:13][CH:14]=1, predict the reactants needed to synthesize it. The reactants are: [C:9]1(P(N=[N+]=[N-])([C:9]2[CH:14]=[CH:13][CH:12]=[CH:11][CH:10]=2)=O)[CH:14]=[CH:13][CH:12]=[CH:11][CH:10]=1.[O:18]1[CH2:23]CCC[CH:19]1[O:24]C1CC1C(OCC)=O.C([N:35](CC)CC)C.[CH3:40][OH:41].[C:42]1([CH3:48])[CH:47]=[CH:46]C=CC=1. (3) Given the product [C:50]([CH2:49][N+:23]1[CH:24]=[C:25]([C:27]2[CH:32]=[CH:31][CH:30]=[CH:29][CH:28]=2)[CH:26]=[C:21]([C:19]([C:16]2[N:17]=[CH:18][N:13]3[CH:12]=[C:11]([C:8]4[C@H:9]([CH3:10])[C@@H:5]5[C@@H:4]([C@H:2]([OH:1])[CH3:3])[C:46](=[O:47])[N:6]5[C:7]=4[C:33]([O-:35])=[O:34])[S:15][C:14]=23)=[O:20])[CH:22]=1)(=[O:51])[NH2:52], predict the reactants needed to synthesize it. The reactants are: [OH:1][C@@H:2]([C@H:4]1[C:46](=[O:47])[N:6]2[C:7]([C:33]([O:35]CC3C=CC([N+]([O-])=O)=CC=3)=[O:34])=[C:8]([C:11]3[S:15][C:14]4=[C:16]([C:19]([C:21]5[CH:22]=[N:23][CH:24]=[C:25]([C:27]6[CH:32]=[CH:31][CH:30]=[CH:29][CH:28]=6)[CH:26]=5)=[O:20])[N:17]=[CH:18][N:13]4[CH:12]=3)[C@H:9]([CH3:10])[C@H:5]12)[CH3:3].I[CH2:49][C:50]([NH2:52])=[O:51]. (4) Given the product [F:34][C:2]([F:1])([F:33])[CH2:3][CH2:4][CH:5]([C:22]1[CH:32]=[CH:31][C:25]([C:26]([OH:28])=[O:27])=[CH:24][CH:23]=1)[NH:6][C:7]1[CH:8]=[N:9][C:10]([N:13]2[CH:17]=[C:16]([C:18]([F:19])([F:20])[F:21])[CH:15]=[N:14]2)=[CH:11][CH:12]=1, predict the reactants needed to synthesize it. The reactants are: [F:1][C:2]([F:34])([F:33])[CH2:3][CH2:4][CH:5]([C:22]1[CH:32]=[CH:31][C:25]([C:26]([O:28]CC)=[O:27])=[CH:24][CH:23]=1)[NH:6][C:7]1[CH:8]=[N:9][C:10]([N:13]2[CH:17]=[C:16]([C:18]([F:21])([F:20])[F:19])[CH:15]=[N:14]2)=[CH:11][CH:12]=1.[OH-].[Li+]. (5) Given the product [CH3:1][NH:2][CH2:3][CH2:4][C@H:5]([O:11][C:12]1[CH:13]=[CH:14][CH:15]=[C:16]2[CH:21]=[CH:20][CH:19]=[CH:18][C:17]=12)[C:6]1[S:10][CH:9]=[CH:8][CH:7]=1.[C:22]([O-:34])(=[O:33])[CH2:23][C:24]([CH2:29][C:30]([O-:32])=[O:31])([C:26]([O-:28])=[O:27])[OH:25].[Na+:46].[Na+:46].[Na+:46].[C:22]([O-:34])(=[O:33])[CH2:23][C:24]([CH2:29][C:30]([O-:32])=[O:31])([C:26]([O-:28])=[O:27])[OH:25].[K+:39].[K+:39].[K+:39], predict the reactants needed to synthesize it. The reactants are: [CH3:1][NH:2][CH2:3][CH2:4][C@H:5]([O:11][C:12]1[CH:13]=[CH:14][CH:15]=[C:16]2[CH:21]=[CH:20][CH:19]=[CH:18][C:17]=12)[C:6]1[S:10][CH:9]=[CH:8][CH:7]=1.[C:22]([OH:34])(=[O:33])[CH2:23][C:24]([CH2:29][C:30]([OH:32])=[O:31])([C:26]([OH:28])=[O:27])[OH:25].C(=O)([O-])[O-].[K+:39].[K+].O.C(=O)(O)[O-].[Na+:46]. (6) Given the product [N:1]1([CH:6]2[CH2:11][CH2:10][N:9]([CH2:13][C:14]#[N:15])[CH2:8][CH2:7]2)[CH2:5][CH2:4][CH2:3][CH2:2]1, predict the reactants needed to synthesize it. The reactants are: [N:1]1([CH:6]2[CH2:11][CH2:10][NH:9][CH2:8][CH2:7]2)[CH2:5][CH2:4][CH2:3][CH2:2]1.Br[CH2:13][C:14]#[N:15]. (7) The reactants are: [OH:1][C:2]1[CH:17]=[CH:16][C:5]([C:6]([O:8][CH2:9][C:10]2[CH:15]=[CH:14][CH:13]=[CH:12][CH:11]=2)=[O:7])=[CH:4][CH:3]=1.C1(P(C2C=CC=CC=2)C2C=CC=CC=2)C=CC=CC=1.[CH2:37]([O:39][C:40]([CH:42]1[CH2:47][CH2:46][CH:45](O)[CH2:44][CH2:43]1)=[O:41])[CH3:38].CCOC(/N=N/C(OCC)=O)=O. Given the product [CH2:9]([O:8][C:6](=[O:7])[C:5]1[CH:16]=[CH:17][C:2]([O:1][CH:45]2[CH2:46][CH2:47][CH:42]([C:40]([O:39][CH2:37][CH3:38])=[O:41])[CH2:43][CH2:44]2)=[CH:3][CH:4]=1)[C:10]1[CH:15]=[CH:14][CH:13]=[CH:12][CH:11]=1, predict the reactants needed to synthesize it. (8) Given the product [ClH:23].[N:1]1[C:6]([CH3:7])=[CH:5][CH:4]=[CH:3][C:2]=1[CH3:8], predict the reactants needed to synthesize it. The reactants are: [N:1]1[C:6]([CH3:7])=[CH:5][CH:4]=[CH:3][C:2]=1[CH3:8].C1(S([Cl:23])(=O)=O)C(F)=C(F)C(F)=C(F)C=1F.S(Cl)(Cl)(=O)=O. (9) Given the product [CH:4]1([NH:7][C:8]2[S:9][CH:12]([CH2:18][CH3:19])[C:13](=[O:14])[N:10]=2)[CH2:5][CH2:6][CH2:1][CH2:2][CH2:3]1, predict the reactants needed to synthesize it. The reactants are: [CH2:1]1[CH2:6][CH2:5][CH:4]([NH:7][C:8]([NH2:10])=[S:9])[CH2:3][CH2:2]1.Br[CH:12]([CH2:18][CH3:19])[C:13](OCC)=[O:14].